Dataset: Forward reaction prediction with 1.9M reactions from USPTO patents (1976-2016). Task: Predict the product of the given reaction. (1) Given the reactants [Br:1][C:2]1[CH:10]=[CH:9][C:5]([C:6](O)=[O:7])=[CH:4][C:3]=1[O:11][CH2:12][CH2:13][CH2:14][CH3:15], predict the reaction product. The product is: [Br:1][C:2]1[CH:10]=[CH:9][C:5]([CH2:6][OH:7])=[CH:4][C:3]=1[O:11][CH2:12][CH2:13][CH2:14][CH3:15]. (2) Given the reactants [NH2:1][C:2]1[S:3][C:4]([C:7]2(O)[CH2:10][CH2:9][CH2:8]2)=[CH:5][N:6]=1, predict the reaction product. The product is: [CH:7]1([C:4]2[S:3][C:2]([NH2:1])=[N:6][CH:5]=2)[CH2:10][CH2:9][CH2:8]1.